Task: Regression. Given two drug SMILES strings and cell line genomic features, predict the synergy score measuring deviation from expected non-interaction effect.. Dataset: NCI-60 drug combinations with 297,098 pairs across 59 cell lines Drug 1: C1CCC(CC1)NC(=O)N(CCCl)N=O. Drug 2: CC1C(C(=O)NC(C(=O)N2CCCC2C(=O)N(CC(=O)N(C(C(=O)O1)C(C)C)C)C)C(C)C)NC(=O)C3=C4C(=C(C=C3)C)OC5=C(C(=O)C(=C(C5=N4)C(=O)NC6C(OC(=O)C(N(C(=O)CN(C(=O)C7CCCN7C(=O)C(NC6=O)C(C)C)C)C)C(C)C)C)N)C. Cell line: LOX IMVI. Synergy scores: CSS=45.5, Synergy_ZIP=24.6, Synergy_Bliss=24.0, Synergy_Loewe=25.2, Synergy_HSA=24.7.